Binary Classification. Given a miRNA mature sequence and a target amino acid sequence, predict their likelihood of interaction. From a dataset of Experimentally validated miRNA-target interactions with 360,000+ pairs, plus equal number of negative samples. (1) The miRNA is mmu-miR-1968-5p with sequence UGCAGCUGUUAAGGAUGGUGGACU. The protein sequence of the target gene is MAFTFAAFCYMLSLVLCAALIFFAIWHIIAFDELRTDFKSPIDQCNPVHARERLRNIERICFLLRKLVLPEYSIHSLFCIMFLCAQEWLTLGLNVPLLFYHFWRYFHCPADSSELAYDPPVVMNADTLSYCQKEAWCKLAFYLLSFFYYLYCMIYTLVSS. Result: 0 (no interaction). (2) The miRNA is hsa-miR-6854-3p with sequence UGCGUUUCUCCUCUUGAGCAG. The protein sequence of the target gene is MRRTGPEEEACGVWLDAAALKRRKVQTHLIKPGTKMLTLLPGERKANIYFTQRRAPSTGIHQRSIASFFTLQPGKTNGSDQKSVSSHTESQINKESKKNATQLDHLIPGLAHDCMASPLATSTTADIQEAGLSPQSLQTSGHHRMKTPFSTELSLLQPDTPDCAGDSHTPLAFSFTEDLESSCLLDRKEEKGDSARKWEWLHESKKNYQSMEKHTKLPGDKCCQPLGKTKLERKVSAKENRQAPVLLQTYRESWNGENIESVKQSRSPVSVFSWDNEKNDKDSWSQLFTEDSQGQRVIAH.... Result: 0 (no interaction). (3) The miRNA is cel-miR-66-5p with sequence CAUGACACUGAUUAGGGAUGUGA. The protein sequence of the target gene is MNSLLSRANSLFAFTLSVMAALTLGCILTTAFKDRSAPVRLHVSRILLKKVEDFTGPRKKSDLGFITFHISADLEKTFDWNVKQLFLYLSAEYSTKSNAVNQVVLWDKILLRGENPKLNLKDVKSKYFFFDDGHGLKGNRNVTLTLSWQVIPIAGILPLVTGSGRVSVPFPDSYEIATTF. Result: 0 (no interaction). (4) The protein sequence of the target gene is MDLENKVKKMGLGHEQGFGAPCLKCKEKCEGFELHFWRKICRNCKCGQEEHDVLLSNEEDRKVGKLFEDTKYTTLIAKLKSDGIPMYKRNVMILTNPVAAKKNVSINTVTYEWAPPVQNQALARQYMQMLPKEKQPVAGSEGAQYRKKQLAKQLPAHDQDPSKCHELSPREVKEMEQFVKKYKSEALGVGDVKLPCEMDAQGPKQMNIPGGDRSTPAAVGAMEDKSAEHKRTQYSCYCCKLSMKEGDPAIYAERAGYDKLWHPACFVCSTCHELLVDMIYFWKNEKLYCGRHYCDSEKPR.... Result: 1 (interaction). The miRNA is hsa-miR-98-3p with sequence CUAUACAACUUACUACUUUCCC.